This data is from Full USPTO retrosynthesis dataset with 1.9M reactions from patents (1976-2016). The task is: Predict the reactants needed to synthesize the given product. (1) Given the product [Br:1][C:2]1[CH:3]=[C:4]2[C:9](=[CH:10][CH:11]=1)[N:8]=[C:7]([CH2:12][CH3:13])[C:6]([CH2:14][C:15]1[CH:20]=[CH:19][C:18]([C:21]([F:24])([F:23])[F:22])=[CH:17][CH:16]=1)=[C:5]2[Cl:28], predict the reactants needed to synthesize it. The reactants are: [Br:1][C:2]1[CH:3]=[C:4]2[C:9](=[CH:10][CH:11]=1)[N:8]=[C:7]([CH2:12][CH3:13])[C:6]([CH2:14][C:15]1[CH:20]=[CH:19][C:18]([C:21]([F:24])([F:23])[F:22])=[CH:17][CH:16]=1)=[C:5]2O.P(Cl)(Cl)([Cl:28])=O. (2) The reactants are: [OH:1][C:2]([CH2:10][CH2:11][C:12]1[CH:17]=[CH:16][CH:15]=[CH:14][CH:13]=1)([CH2:7][CH2:8][CH3:9])[CH2:3][C:4]([OH:6])=[O:5].C1(CCC(=O)CCC)C=CC=CC=1.[CH2:31]([O:33][C:34](=[O:37])[CH2:35]Br)[CH3:32]. Given the product [C:34]([O:33][CH2:31][CH3:32])(=[O:37])[CH3:35].[OH:1][C:2]([CH2:10][CH2:11][C:12]1[CH:13]=[CH:14][CH:15]=[CH:16][CH:17]=1)([CH2:7][CH2:8][CH3:9])[CH2:3][C:4]([OH:6])=[O:5], predict the reactants needed to synthesize it.